From a dataset of Full USPTO retrosynthesis dataset with 1.9M reactions from patents (1976-2016). Predict the reactants needed to synthesize the given product. (1) Given the product [CH3:34][O:33][C:30]1[CH:31]=[CH:32][C:27]([CH2:26][C@H:22]([CH:23]([CH3:24])[CH3:25])[CH2:21][C@H:20]([NH:41][C:42](=[O:48])[O:43][C:44]([CH3:46])([CH3:45])[CH3:47])[C@@H:18]2[CH2:7][O:19]2)=[CH:28][C:29]=1[O:35][CH2:36][CH2:37][CH2:38][O:39][CH3:40], predict the reactants needed to synthesize it. The reactants are: [I-].C[S+](C)(C)=O.[CH3:7]C(C)([O-])C.[K+].O1CCCC1.[CH:18]([C@@H:20]([NH:41][C:42](=[O:48])[O:43][C:44]([CH3:47])([CH3:46])[CH3:45])[CH2:21][C@H:22]([CH2:26][C:27]1[CH:32]=[CH:31][C:30]([O:33][CH3:34])=[C:29]([O:35][CH2:36][CH2:37][CH2:38][O:39][CH3:40])[CH:28]=1)[CH:23]([CH3:25])[CH3:24])=[O:19]. (2) Given the product [Cl:1][C:2]1[CH:6]=[CH:5][S:4][C:3]=1[CH2:7][N:9]1[CH2:14][CH2:13][CH:12]([N:15]2[CH2:20][CH2:19][CH:18]([N:21]3[C:25]4[CH:26]=[CH:27][CH:28]=[CH:29][C:24]=4[NH:23][C:22]3=[O:30])[CH2:17][CH2:16]2)[CH2:11][CH2:10]1, predict the reactants needed to synthesize it. The reactants are: [Cl:1][C:2]1[CH:6]=[CH:5][S:4][C:3]=1[C:7]([N:9]1[CH2:14][CH2:13][CH:12]([N:15]2[CH2:20][CH2:19][CH:18]([N:21]3[C:25]4[CH:26]=[CH:27][CH:28]=[CH:29][C:24]=4[NH:23][C:22]3=[O:30])[CH2:17][CH2:16]2)[CH2:11][CH2:10]1)=O.[H-].[Al+3].[Li+].[H-].[H-].[H-]. (3) Given the product [CH:11]1([Mg:15][Br:16])[CH2:14][CH2:13][CH2:12]1.[CH:7]1([C:28]2[CH:27]=[CH:26][C:21]([C:22]([O:24][CH3:25])=[O:23])=[C:20]([O:19][CH2:17][CH3:18])[CH:29]=2)[CH2:10][CH2:9][CH2:8]1, predict the reactants needed to synthesize it. The reactants are: BrCCBr.[Mg].Br[CH:7]1[CH2:10][CH2:9][CH2:8]1.[CH:11]1([Mg:15][Br:16])[CH2:14][CH2:13][CH2:12]1.[CH2:17]([O:19][C:20]1[CH:29]=[C:28](I)[CH:27]=[CH:26][C:21]=1[C:22]([O:24][CH3:25])=[O:23])[CH3:18].C1(P(C2C=CC=CC=2)C2C3OC4C(=CC=CC=4P(C4C=CC=CC=4)C4C=CC=CC=4)C(C)(C)C=3C=CC=2)C=CC=CC=1. (4) Given the product [CH2:1]([C:3]1[N:4]([CH2:16][CH2:17][CH2:18][CH2:19][NH:20][CH:27]2[CH2:28][CH2:29][S:25][CH2:26]2)[C:5]2[C:14]3[CH:13]=[CH:12][CH:11]=[CH:10][C:9]=3[N:8]=[CH:7][C:6]=2[N:15]=1)[CH3:2], predict the reactants needed to synthesize it. The reactants are: [CH2:1]([C:3]1[N:4]([CH2:16][CH2:17][CH2:18][CH2:19][NH2:20])[C:5]2[C:14]3[CH:13]=[CH:12][CH:11]=[CH:10][C:9]=3[N:8]=[CH:7][C:6]=2[N:15]=1)[CH3:2].C(O)(=O)C.[S:25]1[CH2:29][CH2:28][C:27](=O)[CH2:26]1.C(O[BH-](OC(=O)C)OC(=O)C)(=O)C.[Na+]. (5) Given the product [CH3:40][O:39][CH2:38][C:27]1[CH:26]=[C:25]([C:23]2[O:22][N:21]=[C:20]([C:17]3[CH:16]=[C:3]([CH:2]=[CH:19][CH:18]=3)[CH2:4][N:5]([CH3:15])[CH2:6][CH2:7][C:8]([OH:10])=[O:9])[N:24]=2)[CH:30]=[CH:29][C:28]=1[C:31]1[CH:36]=[CH:35][CH:34]=[CH:33][C:32]=1[CH3:37], predict the reactants needed to synthesize it. The reactants are: F[C:2]1[CH:19]=[CH:18][C:17]([C:20]2[N:24]=[C:23]([C:25]3[CH:30]=[CH:29][C:28]([C:31]4[CH:36]=[CH:35][CH:34]=[CH:33][C:32]=4[CH3:37])=[C:27]([CH2:38][O:39][CH3:40])[CH:26]=3)[O:22][N:21]=2)=[CH:16][C:3]=1[CH2:4][N:5]([CH3:15])[CH2:6][CH2:7][C:8]([O:10]C(C)(C)C)=[O:9]. (6) Given the product [C:57]([O:56][C:54](=[O:55])[C@@H:48]([NH:47][C:9](=[O:8])[CH2:10][CH2:11][C@@H:12]([C:13]([O:15][C:16]([CH3:19])([CH3:18])[CH3:17])=[O:14])[NH:20][C:21](=[O:45])[CH2:22][CH2:23][CH2:24][CH2:25][CH2:26][CH2:27][CH2:28][CH2:29][CH2:30][CH2:31][CH2:32][CH2:33][CH2:34][CH2:35][CH2:36][CH2:37][C:38]([O:40][C:41]([CH3:42])([CH3:43])[CH3:44])=[O:39])[CH2:49][CH2:50][C:51]([OH:52])=[O:53])([CH3:60])([CH3:59])[CH3:58], predict the reactants needed to synthesize it. The reactants are: O=C1CCC(=O)N1[O:8][C:9](=O)[CH2:10][CH2:11][C@H:12]([NH:20][C:21](=[O:45])[CH2:22][CH2:23][CH2:24][CH2:25][CH2:26][CH2:27][CH2:28][CH2:29][CH2:30][CH2:31][CH2:32][CH2:33][CH2:34][CH2:35][CH2:36][CH2:37][C:38]([O:40][C:41]([CH3:44])([CH3:43])[CH3:42])=[O:39])[C:13]([O:15][C:16]([CH3:19])([CH3:18])[CH3:17])=[O:14].[NH2:47][C@H:48]([C:54]([O:56][C:57]([CH3:60])([CH3:59])[CH3:58])=[O:55])[CH2:49][CH2:50][C:51](=[O:53])[OH:52].CCN(C(C)C)C(C)C.Cl. (7) Given the product [CH3:29][O:30][C:31]([C:33]1[C:37]([NH:38][C:23](=[O:25])[C:22]2[CH:26]=[CH:27][CH:28]=[C:20]([C:18]3[CH:17]=[N:16][N:15]([CH2:14][CH2:13][CH2:12][CH2:11][CH2:10][NH:9][C:7]([O:6][C:2]([CH3:3])([CH3:4])[CH3:5])=[O:8])[CH:19]=3)[CH:21]=2)=[CH:36][N:35]([CH:39]2[CH2:44][CH2:43][O:42][CH2:41][CH2:40]2)[N:34]=1)=[O:32], predict the reactants needed to synthesize it. The reactants are: [Li].[C:2]([O:6][C:7]([NH:9][CH2:10][CH2:11][CH2:12][CH2:13][CH2:14][N:15]1[CH:19]=[C:18]([C:20]2[CH:21]=[C:22]([CH:26]=[CH:27][CH:28]=2)[C:23]([OH:25])=O)[CH:17]=[N:16]1)=[O:8])([CH3:5])([CH3:4])[CH3:3].[CH3:29][O:30][C:31]([C:33]1[C:37]([NH2:38])=[CH:36][N:35]([CH:39]2[CH2:44][CH2:43][O:42][CH2:41][CH2:40]2)[N:34]=1)=[O:32].C(N(C(C)C)C(C)C)C.ClP(N1CCOC1=O)(N1CCOC1=O)=O.